Dataset: Peptide-MHC class I binding affinity with 185,985 pairs from IEDB/IMGT. Task: Regression. Given a peptide amino acid sequence and an MHC pseudo amino acid sequence, predict their binding affinity value. This is MHC class I binding data. (1) The peptide sequence is SPSGVYQCAM. The MHC is HLA-B07:02 with pseudo-sequence HLA-B07:02. The binding affinity (normalized) is 0.833. (2) The peptide sequence is EMRFAYICT. The MHC is HLA-A31:01 with pseudo-sequence HLA-A31:01. The binding affinity (normalized) is 0.0847. (3) The MHC is HLA-A29:02 with pseudo-sequence HLA-A29:02. The peptide sequence is EIKDRILSY. The binding affinity (normalized) is 0.466. (4) The peptide sequence is ALYGVWPLLL. The MHC is HLA-A02:01 with pseudo-sequence HLA-A02:01. The binding affinity (normalized) is 0.797. (5) The peptide sequence is LLKLWIDKV. The MHC is HLA-A31:01 with pseudo-sequence HLA-A31:01. The binding affinity (normalized) is 0.0847. (6) The peptide sequence is QDPLLGTLS. The MHC is HLA-B45:01 with pseudo-sequence HLA-B45:01. The binding affinity (normalized) is 0.